From a dataset of Peptide-MHC class I binding affinity with 185,985 pairs from IEDB/IMGT. Regression. Given a peptide amino acid sequence and an MHC pseudo amino acid sequence, predict their binding affinity value. This is MHC class I binding data. (1) The peptide sequence is RYPLTFGW. The MHC is HLA-A26:01 with pseudo-sequence HLA-A26:01. The binding affinity (normalized) is 0. (2) The peptide sequence is LRCNDTNY. The MHC is Mamu-B08 with pseudo-sequence Mamu-B08. The binding affinity (normalized) is 0.506. (3) The peptide sequence is QASQEVKNW. The MHC is HLA-A02:02 with pseudo-sequence HLA-A02:02. The binding affinity (normalized) is 0.120. (4) The peptide sequence is KALNNLFVI. The MHC is H-2-Kb with pseudo-sequence H-2-Kb. The binding affinity (normalized) is 0.377. (5) The peptide sequence is TPREAPYEL. The MHC is HLA-A03:01 with pseudo-sequence HLA-A03:01. The binding affinity (normalized) is 0.0847. (6) The peptide sequence is MTQNISNDK. The MHC is HLA-A02:11 with pseudo-sequence HLA-A02:11. The binding affinity (normalized) is 0.0847. (7) The peptide sequence is HYIHCFRKPH. The MHC is HLA-A31:01 with pseudo-sequence HLA-A31:01. The binding affinity (normalized) is 0.584. (8) The peptide sequence is IDATSTGNY. The MHC is HLA-A01:01 with pseudo-sequence HLA-A01:01. The binding affinity (normalized) is 0.240. (9) The peptide sequence is EDDDLVGVSV. The MHC is Mamu-A11 with pseudo-sequence Mamu-A11. The binding affinity (normalized) is 0.167. (10) The peptide sequence is SVPSHLPDR. The MHC is Patr-A0301 with pseudo-sequence Patr-A0301. The binding affinity (normalized) is 0.246.